This data is from Forward reaction prediction with 1.9M reactions from USPTO patents (1976-2016). The task is: Predict the product of the given reaction. (1) Given the reactants [NH:1]1[C:5]2[CH:6]=[CH:7][C:8]([NH2:10])=[CH:9][C:4]=2[N:3]=[CH:2]1.[C:11]([NH:15][C:16]1[CH:21]=[N:20][CH:19]=[C:18](Cl)[N:17]=1)([CH3:14])([CH3:13])[CH3:12].C(=O)([O-])[O-].[Cs+].[Cs+], predict the reaction product. The product is: [C:11]([NH:15][C:16]1[N:17]=[C:18]([N:3]2[C:4]3[CH:9]=[C:8]([NH2:10])[CH:7]=[CH:6][C:5]=3[N:1]=[CH:2]2)[CH:19]=[N:20][CH:21]=1)([CH3:14])([CH3:12])[CH3:13]. (2) The product is: [Cl:11][C:9]1[CH:8]=[CH:7][C:5]2[NH:6][C:2]([S:1][CH2:14][C:15]3[CH:21]=[CH:20][CH:19]=[CH:18][C:16]=3[NH2:17])=[N:3][C:4]=2[CH:10]=1. Given the reactants [SH:1][C:2]1[NH:3][C:4]2[CH:10]=[C:9]([Cl:11])[CH:8]=[CH:7][C:5]=2[N:6]=1.Cl.Cl[CH2:14][C:15]1[CH:21]=[CH:20][CH:19]=[CH:18][C:16]=1[NH2:17], predict the reaction product. (3) Given the reactants [C:1]1([OH:9])[C:2]([CH3:8])=[CH:3][CH:4]=[CH:5][C:6]=1[CH3:7].C([N:12](CC)CC)C.C(Cl)Cl.N#CCl, predict the reaction product. The product is: [O-:9][C:1]#[N:12].[C:1]1([OH:9])[C:6]([CH3:7])=[CH:5][CH:4]=[CH:3][C:2]=1[CH3:8]. (4) The product is: [OH:8][CH:9]1[CH2:12][CH:11]([C:13]([O:15][CH2:16][CH2:17][C:18]2[CH:19]=[CH:20][CH:21]=[CH:22][CH:23]=2)=[O:14])[CH2:10]1. Given the reactants C([O:8][CH:9]1[CH2:12][CH:11]([C:13]([O:15][CH2:16][CH2:17][C:18]2[CH:23]=[CH:22][CH:21]=[CH:20][CH:19]=2)=[O:14])[CH2:10]1)C1C=CC=CC=1, predict the reaction product. (5) Given the reactants [CH2:1]([O:8][C@@H:9]1[C@@H:14]([O:15][CH2:16][C:17]2[CH:22]=[CH:21][CH:20]=[CH:19][CH:18]=2)[C@H:13]([O:23][CH2:24][C:25]2[CH:30]=[CH:29][CH:28]=[CH:27][CH:26]=2)[C@@H:12]([CH2:31][O:32][CH2:33][C:34]2[CH:39]=[CH:38][CH:37]=[CH:36][CH:35]=2)[O:11][C@@H:10]1[CH2:40][CH2:41][CH2:42][OH:43])[C:2]1[CH:7]=[CH:6][CH:5]=[CH:4][CH:3]=1.CCN(C(C)C)C(C)C.[CH3:53][S:54](Cl)(=[O:56])=[O:55].O, predict the reaction product. The product is: [CH3:53][S:54]([O:43][CH2:42][CH2:41][CH2:40][C@H:10]1[O:11][C@H:12]([CH2:31][O:32][CH2:33][C:34]2[CH:35]=[CH:36][CH:37]=[CH:38][CH:39]=2)[C@@H:13]([O:23][CH2:24][C:25]2[CH:26]=[CH:27][CH:28]=[CH:29][CH:30]=2)[C@H:14]([O:15][CH2:16][C:17]2[CH:22]=[CH:21][CH:20]=[CH:19][CH:18]=2)[C@H:9]1[O:8][CH2:1][C:2]1[CH:7]=[CH:6][CH:5]=[CH:4][CH:3]=1)(=[O:56])=[O:55]. (6) Given the reactants O1CCCCC1[N:7]1[C:15]2[C:10](=[CH:11][C:12]([C:16]3[N:20]=[CH:19][N:18](C(C4C=CC=CC=4)(C4C=CC=CC=4)C4C=CC=CC=4)[N:17]=3)=[CH:13][CH:14]=2)[C:9]([C:40]2[CH:45]=[CH:44][C:43]([NH2:46])=[CH:42][CH:41]=2)=[N:8]1.C(N(CC)CC)C.[O:54]1[CH:58]=[CH:57][CH:56]=[C:55]1[C:59](Cl)=[O:60].C(=O)(O)[O-].[Na+], predict the reaction product. The product is: [NH:17]1[C:16]([C:12]2[CH:11]=[C:10]3[C:15](=[CH:14][CH:13]=2)[NH:7][N:8]=[C:9]3[C:40]2[CH:45]=[CH:44][C:43]([NH:46][C:59]([C:55]3[O:54][CH:58]=[CH:57][CH:56]=3)=[O:60])=[CH:42][CH:41]=2)=[N:20][CH:19]=[N:18]1. (7) Given the reactants [C:1]([C:5]1[CH:10]=[CH:9][C:8]([S:11]([C:13]2[CH:18]=[CH:17][C:16]([C:19]([CH3:22])([CH3:21])[CH3:20])=[CH:15][CH:14]=2)=O)=[CH:7][CH:6]=1)([CH3:4])([CH3:3])[CH3:2].[C:23]([C:27]1[CH:32]=[CH:31][C:30]([Br:33])=[CH:29][CH:28]=1)([CH3:26])([CH3:25])[CH3:24], predict the reaction product. The product is: [Br-:33].[C:1]([C:5]1[CH:10]=[CH:9][C:8]([S+:11]([C:30]2[CH:31]=[CH:32][C:27]([C:23]([CH3:26])([CH3:25])[CH3:24])=[CH:28][CH:29]=2)[C:13]2[CH:18]=[CH:17][C:16]([C:19]([CH3:22])([CH3:21])[CH3:20])=[CH:15][CH:14]=2)=[CH:7][CH:6]=1)([CH3:4])([CH3:3])[CH3:2]. (8) Given the reactants [NH2:1][C:2]1[CH:7]=[CH:6][CH:5]=[CH:4][N:3]=1.[F:15][C:14]([F:17])([F:16])[C:13](O[C:13](=[O:18])[C:14]([F:17])([F:16])[F:15])=[O:18].C(=O)([O-])[O-].[K+].[K+].[Cl:27][C:28]1[CH:33]=[CH:32][C:31]([CH2:34]Cl)=[CH:30][N:29]=1, predict the reaction product. The product is: [Cl:27][C:28]1[N:29]=[CH:30][C:31]([CH2:34][N:3]2[CH:4]=[CH:5][CH:6]=[CH:7][C:2]2=[N:1][C:13](=[O:18])[C:14]([F:15])([F:16])[F:17])=[CH:32][CH:33]=1.